This data is from Forward reaction prediction with 1.9M reactions from USPTO patents (1976-2016). The task is: Predict the product of the given reaction. (1) The product is: [CH3:19][O:20][CH2:2][CH2:1][O:4][C:5]1[N:10]=[C:9]([C:11]([OH:13])=[O:12])[CH:8]=[N:7][C:6]=1[N:14]1[CH2:18][CH2:17][CH2:16][CH2:15]1. Given the reactants [CH2:1]([O:4][C:5]1[N:10]=[C:9]([C:11]([OH:13])=[O:12])[CH:8]=[N:7][C:6]=1[N:14]1[CH2:18][CH2:17][CH2:16][CH2:15]1)[CH2:2]C.[CH3:19][O:20]C(C1C=NC(Cl)=C(Br)N=1)=O.N1CCCC1.[OH-].[K+], predict the reaction product. (2) The product is: [CH3:14][O:13][C:10]1[CH:9]=[CH:8][N:7]=[C:6]([CH2:5][S:19][C:20]2[NH:24][C:23]3[CH:25]=[CH:26][CH:27]=[CH:28][C:22]=3[N:21]=2)[C:11]=1[CH3:12]. Given the reactants C(O[CH2:5][C:6]1[C:11]([CH3:12])=[C:10]([O:13][CH3:14])[CH:9]=[CH:8][N:7]=1)(=O)C.S(Cl)(Cl)=O.[SH:19][C:20]1[NH:21][C:22]2[CH:28]=[CH:27][CH:26]=[CH:25][C:23]=2[N:24]=1.C[O-].[Na+], predict the reaction product. (3) Given the reactants Cl[C:2]1[N:3]=[C:4]([N:13]2[CH2:18][CH2:17][O:16][CH2:15][CH2:14]2)[C:5]2[S:10][C:9](I)=[C:8]([CH3:12])[C:6]=2[N:7]=1.[N:19]1([C:25]([O:27][C:28]2[CH:33]=[CH:32][C:31](B3OC(C)(C)C(C)(C)O3)=[CH:30][CH:29]=2)=[O:26])[CH2:24][CH2:23][CH2:22][CH2:21][CH2:20]1.[NH2:43][C:44]1[N:49]=[CH:48][C:47](B2OC(C)(C)C(C)(C)O2)=[CH:46][N:45]=1, predict the reaction product. The product is: [N:19]1([C:25]([O:27][C:28]2[CH:29]=[CH:30][C:31]([C:9]3[S:10][C:5]4[C:4]([N:13]5[CH2:18][CH2:17][O:16][CH2:15][CH2:14]5)=[N:3][C:2]([C:47]5[CH:46]=[N:45][C:44]([NH2:43])=[N:49][CH:48]=5)=[N:7][C:6]=4[C:8]=3[CH3:12])=[CH:32][CH:33]=2)=[O:26])[CH2:20][CH2:21][CH2:22][CH2:23][CH2:24]1. (4) Given the reactants [F:1][C:2]1[CH:3]=[C:4]([N:8]2[CH:12]=[CH:11][C:10]([C:13]3[CH:26]=[CH:25][C:16]([O:17][C:18]4[CH:23]=[CH:22][C:21]([OH:24])=[CH:20][CH:19]=4)=[CH:15][CH:14]=3)=[N:9]2)[CH:5]=[CH:6][CH:7]=1.Br[C:28]1([CH2:37][CH2:38][O:39][CH2:40][CH3:41])[C:33](=[O:34])[NH:32][C:31](=[O:35])[NH:30][C:29]1=[O:36], predict the reaction product. The product is: [CH2:40]([O:39][CH2:38][CH2:37][C:28]1([O:24][C:21]2[CH:22]=[CH:23][C:18]([O:17][C:16]3[CH:15]=[CH:14][C:13]([C:10]4[CH:11]=[CH:12][N:8]([C:4]5[CH:5]=[CH:6][CH:7]=[C:2]([F:1])[CH:3]=5)[N:9]=4)=[CH:26][CH:25]=3)=[CH:19][CH:20]=2)[C:29](=[O:36])[NH:30][C:31](=[O:35])[NH:32][C:33]1=[O:34])[CH3:41]. (5) Given the reactants [CH3:1][C:2]([CH3:25])([CH3:24])[CH2:3][N:4]1[C:12]2[C:7](=[N:8][C:9]([C@@H:13]3[CH2:15][C@H:14]3[CH2:16][CH2:17]S(C)(=O)=O)=[CH:10][CH:11]=2)[N:6]([CH3:22])[C:5]1=[O:23].[CH3:26][N:27]1[C:31](=[O:32])[CH2:30][NH:29][C:28]1=[O:33].[H-].[Na+], predict the reaction product. The product is: [CH3:1][C:2]([CH3:25])([CH3:24])[CH2:3][N:4]1[C:12]2[C:7](=[N:8][C:9]([C@@H:13]3[CH2:15][C@H:14]3[CH2:16][CH2:17][N:29]3[CH2:30][C:31](=[O:32])[N:27]([CH3:26])[C:28]3=[O:33])=[CH:10][CH:11]=2)[N:6]([CH3:22])[C:5]1=[O:23].